This data is from Full USPTO retrosynthesis dataset with 1.9M reactions from patents (1976-2016). The task is: Predict the reactants needed to synthesize the given product. (1) Given the product [O:26]1[CH2:27][CH2:28][O:29][CH:25]1[CH2:24][N:21]1[C:22]2[C:17](=[CH:16][CH:15]=[C:14]([N:8]3[CH:12]=[CH:11][N:10]=[CH:9]3)[CH:23]=2)[C:18]([CH3:31])=[CH:19][C:20]1=[O:30], predict the reactants needed to synthesize it. The reactants are: CN(C)C=O.[H-].[Na+].[NH:8]1[CH:12]=[CH:11][N:10]=[CH:9]1.Br[C:14]1[CH:23]=[C:22]2[C:17]([C:18]([CH3:31])=[CH:19][C:20](=[O:30])[N:21]2[CH2:24][CH:25]2[O:29][CH2:28][CH2:27][O:26]2)=[CH:16][CH:15]=1. (2) The reactants are: [F:1][C:2]([F:11])([F:10])[C:3]1[CH:4]=[C:5]([NH2:9])[CH:6]=[CH:7][CH:8]=1.Cl[CH2:13][C:14]([O:16][C:17]([CH3:20])([CH3:19])[CH3:18])=[O:15].C([O-])([O-])=O.[K+].[K+]. Given the product [F:1][C:2]([F:10])([F:11])[C:3]1[CH:4]=[C:5]([CH:6]=[CH:7][CH:8]=1)[NH:9][CH2:13][C:14]([O:16][C:17]([CH3:20])([CH3:19])[CH3:18])=[O:15], predict the reactants needed to synthesize it.